This data is from Forward reaction prediction with 1.9M reactions from USPTO patents (1976-2016). The task is: Predict the product of the given reaction. (1) Given the reactants [CH3:1][N:2]1[CH2:15][CH2:14][C:5]2[NH:6][C:7]3[CH:8]=[CH:9][C:10]([CH3:13])=[CH:11][C:12]=3[C:4]=2[CH2:3]1.[H-].[Na+].[F:18][C:19]1[CH:24]=[CH:23][C:22]([C:25]2([CH3:28])[CH2:27][O:26]2)=[CH:21][CH:20]=1.O, predict the reaction product. The product is: [F:18][C:19]1[CH:20]=[CH:21][C:22]([C:25]([OH:26])([CH3:27])[CH2:28][N:6]2[C:7]3[CH:8]=[CH:9][C:10]([CH3:13])=[CH:11][C:12]=3[C:4]3[CH2:3][N:2]([CH3:1])[CH2:15][CH2:14][C:5]2=3)=[CH:23][CH:24]=1. (2) Given the reactants [NH2:1][C:2]1[CH:3]=[C:4]([C:8]2[CH:15]=[CH:14][C:11]([C:12]#[N:13])=[C:10]([Cl:16])[CH:9]=2)[CH:5]=[N:6][CH:7]=1.[CH2:17]([S:20](Cl)(=[O:22])=[O:21])[CH2:18][CH3:19], predict the reaction product. The product is: [Cl:16][C:10]1[CH:9]=[C:8]([C:4]2[CH:3]=[C:2]([NH:1][S:20]([CH2:17][CH2:18][CH3:19])(=[O:22])=[O:21])[CH:7]=[N:6][CH:5]=2)[CH:15]=[CH:14][C:11]=1[C:12]#[N:13].